Regression. Given a peptide amino acid sequence and an MHC pseudo amino acid sequence, predict their binding affinity value. This is MHC class I binding data. From a dataset of Peptide-MHC class I binding affinity with 185,985 pairs from IEDB/IMGT. (1) The peptide sequence is FVDEFYAYL. The MHC is HLA-A02:01 with pseudo-sequence HLA-A02:01. The binding affinity (normalized) is 1.00. (2) The peptide sequence is AMIKNLDFI. The MHC is H-2-Db with pseudo-sequence H-2-Db. The binding affinity (normalized) is 0.965.